Dataset: Reaction yield outcomes from USPTO patents with 853,638 reactions. Task: Predict the reaction yield, written as a fraction of the theoretical maximum amount of product (1.0 means a 100% yield; for example, 0.34 means a 34% yield). The reactants are [CH3:1][C:2]1[O:6][C:5]([C:7]2[CH:12]=[CH:11][CH:10]=[CH:9][CH:8]=2)=[N:4][C:3]=1[CH2:13][OH:14].[H-].[Na+].Cl[C:18]1[CH:23]=[C:22]([C:24]([O:26][CH3:27])=[O:25])[CH:21]=[CH:20][N:19]=1.O. The catalyst is CN(C)C=O.O1CCCC1. The product is [CH3:1][C:2]1[O:6][C:5]([C:7]2[CH:12]=[CH:11][CH:10]=[CH:9][CH:8]=2)=[N:4][C:3]=1[CH2:13][O:14][C:18]1[CH:23]=[C:22]([C:24]([O:26][CH3:27])=[O:25])[CH:21]=[CH:20][N:19]=1. The yield is 0.140.